From a dataset of Reaction yield outcomes from USPTO patents with 853,638 reactions. Predict the reaction yield, written as a fraction of the theoretical maximum amount of product (1.0 means a 100% yield; for example, 0.34 means a 34% yield). (1) The reactants are C[SiH](C)[O:3][CH:4](C(C)(C)C(C)C)[C@H:5]1[N:10]2[C:11]3[CH:12]=[CH:13][C:14]([O:18][CH:19]4[CH2:24][CH2:23][N:22]([CH:25]([CH3:27])[CH3:26])[CH2:21][CH2:20]4)=[CH:15][C:16]=3[CH:17]=[C:9]2[C:8](=[O:28])[NH:7][CH2:6]1.[F-].C([N+](CCCC)(CCCC)CCCC)CCC. The catalyst is O1CCCC1. The product is [OH:3][CH2:4][C@H:5]1[N:10]2[C:11]3[CH:12]=[CH:13][C:14]([O:18][CH:19]4[CH2:24][CH2:23][N:22]([CH:25]([CH3:26])[CH3:27])[CH2:21][CH2:20]4)=[CH:15][C:16]=3[CH:17]=[C:9]2[C:8](=[O:28])[NH:7][CH2:6]1. The yield is 0.420. (2) The reactants are [F:1][C:2]1[CH:7]=[CH:6][C:5]([NH:8][CH2:9][CH:10]([CH3:15])[C:11]([O:13][CH3:14])=[O:12])=[C:4]([N+:16]([O-])=O)[CH:3]=1.[Cl-].[NH4+]. The catalyst is C(O)C.[Zn]. The yield is 0.810. The product is [NH2:16][C:4]1[CH:3]=[C:2]([F:1])[CH:7]=[CH:6][C:5]=1[NH:8][CH2:9][CH:10]([CH3:15])[C:11]([O:13][CH3:14])=[O:12]. (3) The reactants are C[O:2][C:3]([CH:5]1[CH2:9][CH2:8][CH:7]([C:10]2[CH:15]=[CH:14][C:13]([F:16])=[CH:12][CH:11]=2)[N:6]1[S:17]([C:20]1[CH:25]=[CH:24][C:23]([CH3:26])=[CH:22][CH:21]=1)(=[O:19])=[O:18])=O.O.[OH-].[NH4+:29]. The catalyst is CO. The product is [F:16][C:13]1[CH:14]=[CH:15][C:10]([CH:7]2[N:6]([S:17]([C:20]3[CH:25]=[CH:24][C:23]([CH3:26])=[CH:22][CH:21]=3)(=[O:19])=[O:18])[CH:5]([C:3]([NH2:29])=[O:2])[CH2:9][CH2:8]2)=[CH:11][CH:12]=1. The yield is 0.760. (4) The reactants are N1C(Cl)=NC(Cl)=NC=1Cl.CN1CCOCC1.[CH3:17][O:18][C:19]1[CH:20]=[CH:21][C:22]([N+:28]([O-:30])=[O:29])=[C:23]([CH:27]=1)[C:24](O)=[O:25].[BH4-].[Na+].[NH4+].[Cl-]. The catalyst is COCCOC.O.CCOCC. The product is [CH3:17][O:18][C:19]1[CH:20]=[CH:21][C:22]([N+:28]([O-:30])=[O:29])=[C:23]([CH2:24][OH:25])[CH:27]=1. The yield is 0.530. (5) The catalyst is COCCOC.C1(P(C2C=CC=CC=2)[C-]2C=CC=C2)C=CC=CC=1.[C-]1(P(C2C=CC=CC=2)C2C=CC=CC=2)C=CC=C1.[Fe+2]. The yield is 0.810. The product is [CH3:20][CH:19]([C:22]1[CH:27]=[CH:26][C:25]([C:2]2[C:10]3[C:5](=[CH:6][CH:7]=[C:8]([C:11]#[N:12])[CH:9]=3)[N:4]([CH:13]3[CH2:18][CH2:17][CH2:16][CH2:15][O:14]3)[N:3]=2)=[CH:24][CH:23]=1)[CH3:21]. The reactants are Br[C:2]1[C:10]2[C:5](=[CH:6][CH:7]=[C:8]([C:11]#[N:12])[CH:9]=2)[N:4]([CH:13]2[CH2:18][CH2:17][CH2:16][CH2:15][O:14]2)[N:3]=1.[CH:19]([C:22]1[CH:27]=[CH:26][C:25](B(O)O)=[CH:24][CH:23]=1)([CH3:21])[CH3:20].ClCCl.P([O-])([O-])([O-])=O.[K+].[K+].[K+]. (6) The reactants are [NH2:1][CH2:2][CH:3]([OH:6])[CH2:4][NH2:5].[C:7](O[C:7]([O:9][C:10]([CH3:13])([CH3:12])[CH3:11])=[O:8])([O:9][C:10]([CH3:13])([CH3:12])[CH3:11])=[O:8]. The catalyst is CO. The product is [C:10]([O:9][C:7](=[O:8])[NH:1][CH2:2][CH:3]([OH:6])[CH2:4][NH:5][C:7]([O:9][C:10]([CH3:13])([CH3:12])[CH3:11])=[O:8])([CH3:13])([CH3:12])[CH3:11]. The yield is 1.00.